From a dataset of Forward reaction prediction with 1.9M reactions from USPTO patents (1976-2016). Predict the product of the given reaction. (1) Given the reactants [C:1]([O:5][C:6]([N:8]1[CH2:13][CH2:12][C:11](=[O:14])[CH:10]([F:15])[CH2:9]1)=[O:7])([CH3:4])([CH3:3])[CH3:2].[BH4-].[Na+], predict the reaction product. The product is: [F:15][C@H:10]1[C@@H:11]([OH:14])[CH2:12][CH2:13][N:8]([C:6]([O:5][C:1]([CH3:4])([CH3:3])[CH3:2])=[O:7])[CH2:9]1.[F:15][C@H:10]1[C@H:11]([OH:14])[CH2:12][CH2:13][N:8]([C:6]([O:5][C:1]([CH3:4])([CH3:3])[CH3:2])=[O:7])[CH2:9]1. (2) Given the reactants [O:1]1[C:5]([C:6]([OH:8])=O)=[CH:4][N:3]=[CH:2]1.Cl.[NH2:10][C@H:11]([CH2:18][C:19]1[CH:24]=[CH:23][C:22]([C:25]2[CH:30]=[C:29]([F:31])[CH:28]=[CH:27][C:26]=2[O:32][CH3:33])=[CH:21][CH:20]=1)[CH2:12][C:13]([O:15][CH2:16][CH3:17])=[O:14].CN(C(ON1N=NC2C=CC=NC1=2)=[N+](C)C)C.F[P-](F)(F)(F)(F)F, predict the reaction product. The product is: [F:31][C:29]1[CH:28]=[CH:27][C:26]([O:32][CH3:33])=[C:25]([C:22]2[CH:21]=[CH:20][C:19]([CH2:18][C@@H:11]([NH:10][C:6]([C:5]3[O:1][CH:2]=[N:3][CH:4]=3)=[O:8])[CH2:12][C:13]([O:15][CH2:16][CH3:17])=[O:14])=[CH:24][CH:23]=2)[CH:30]=1. (3) The product is: [Br:1][C:2]1[N:7]=[C:6]2[N:8]([CH2:11][C:12]3[CH:22]=[CH:21][C:15]4[N:16]=[C:17]([S:19]([CH3:20])=[O:31])[S:18][C:14]=4[CH:13]=3)[CH:9]=[N:10][C:5]2=[CH:4][CH:3]=1. Given the reactants [Br:1][C:2]1[N:7]=[C:6]2[N:8]([CH2:11][C:12]3[CH:22]=[CH:21][C:15]4[N:16]=[C:17]([S:19][CH3:20])[S:18][C:14]=4[CH:13]=3)[CH:9]=[N:10][C:5]2=[CH:4][CH:3]=1.ClC1C=CC=C(C(OO)=[O:31])C=1.C([O-])(O)=O.[Na+], predict the reaction product. (4) Given the reactants [NH:1]1[CH2:6][CH2:5][C:4]2([O:11][C:10]3[C:12]4[C:17]([C:18](=[O:21])[C:19](=[O:20])[C:9]=3[S:8][CH2:7]2)=[CH:16][CH:15]=[CH:14][CH:13]=4)[CH2:3][CH2:2]1.[NH:22]1[C:26]2[CH:27]=[CH:28][CH:29]=[CH:30][C:25]=2[N:24]=[C:23]1[C:31](O)=[O:32], predict the reaction product. The product is: [NH:22]1[C:26]2[CH:27]=[CH:28][CH:29]=[CH:30][C:25]=2[N:24]=[C:23]1[C:31]([N:1]1[CH2:2][CH2:3][C:4]2([O:11][C:10]3[C:12]4[C:17]([C:18](=[O:21])[C:19](=[O:20])[C:9]=3[S:8][CH2:7]2)=[CH:16][CH:15]=[CH:14][CH:13]=4)[CH2:5][CH2:6]1)=[O:32]. (5) Given the reactants [O:1]=[C:2]1[C:10]2[C:5](=[CH:6][CH:7]=[CH:8][CH:9]=2)[C:4](=[O:11])[N:3]1[CH2:12][C:13](=O)[CH2:14][C:15]([O:17]C)=O.[CH3:20][NH:21][NH2:22], predict the reaction product. The product is: [OH:17][C:15]1[N:21]([CH3:20])[N:22]=[C:13]([CH2:12][N:3]2[C:2](=[O:1])[C:10]3[C:5](=[CH:6][CH:7]=[CH:8][CH:9]=3)[C:4]2=[O:11])[CH:14]=1. (6) Given the reactants C(OC(=O)[NH:10][C:11]1[C:12]([C:27]([NH:29][C:30]2[CH:31]=[N:32][CH:33]=[CH:34][C:35]=2[N:36]2[CH2:41][C@H:40]([CH3:42])[C@@H:39]([O:43][Si:44]([C:47]([CH3:50])([CH3:49])[CH3:48])([CH3:46])[CH3:45])[C@H:38]([NH:51][C:52]([O:54][C:55]([CH3:58])([CH3:57])[CH3:56])=[O:53])[CH2:37]2)=[O:28])=[N:13][C:14]2[C:19]([CH:20]=1)=[CH:18][CH:17]=[C:16]([C:21]1[CH2:22][CH2:23][O:24][CH2:25][CH:26]=1)[CH:15]=2)C1C=CC=CC=1.[H][H], predict the reaction product. The product is: [NH2:10][C:11]1[C:12]([C:27]([NH:29][C:30]2[CH:31]=[N:32][CH:33]=[CH:34][C:35]=2[N:36]2[CH2:41][C@H:40]([CH3:42])[C@@H:39]([O:43][Si:44]([C:47]([CH3:48])([CH3:49])[CH3:50])([CH3:46])[CH3:45])[C@H:38]([NH:51][C:52](=[O:53])[O:54][C:55]([CH3:58])([CH3:57])[CH3:56])[CH2:37]2)=[O:28])=[N:13][C:14]2[C:19]([CH:20]=1)=[CH:18][CH:17]=[C:16]([CH:21]1[CH2:26][CH2:25][O:24][CH2:23][CH2:22]1)[CH:15]=2. (7) Given the reactants [C:1]([C:9]1[CH:14]=[CH:13][C:12]([C:15]2[N:19]([CH3:20])[C:18]([C:21]#[N:22])=[CH:17][CH:16]=2)=[CH:11][CH:10]=1)(=[O:8])[C:2]1[CH:7]=[CH:6][CH:5]=[CH:4][CH:3]=1.[BH4-].[Na+], predict the reaction product. The product is: [OH:8][CH:1]([C:2]1[CH:3]=[CH:4][CH:5]=[CH:6][CH:7]=1)[C:9]1[CH:14]=[CH:13][C:12]([C:15]2[N:19]([CH3:20])[C:18]([C:21]#[N:22])=[CH:17][CH:16]=2)=[CH:11][CH:10]=1.